From a dataset of Forward reaction prediction with 1.9M reactions from USPTO patents (1976-2016). Predict the product of the given reaction. (1) Given the reactants Br[CH2:2][CH:3]1[CH:5]([CH3:6])[O:4]1.[C:7]1([CH:13]([C:15]2[CH:20]=[CH:19][CH:18]=[CH:17][CH:16]=2)[NH2:14])[CH:12]=[CH:11][CH:10]=[CH:9][CH:8]=1, predict the reaction product. The product is: [CH:13]([N:14]1[CH2:2][CH:3]([OH:4])[CH:5]1[CH3:6])([C:15]1[CH:16]=[CH:17][CH:18]=[CH:19][CH:20]=1)[C:7]1[CH:12]=[CH:11][CH:10]=[CH:9][CH:8]=1. (2) Given the reactants [F:1][C:2]1[C:7]([NH2:8])=[CH:6][CH:5]=[C:4]([F:9])[C:3]=1[NH:10][C:11]1[C:16]([C:17]2[N:25]=[CH:24][N:23]=[C:22]3[C:18]=2[N:19]=[CH:20][N:21]3[CH:26]2[CH2:31][CH2:30][CH2:29][CH2:28][O:27]2)=[CH:15][CH:14]=[CH:13][N:12]=1.[CH:32]1([S:35](Cl)(=[O:37])=[O:36])[CH2:34][CH2:33]1.N1C=CC=CC=1, predict the reaction product. The product is: [F:1][C:2]1[C:3]([NH:10][C:11]2[C:16]([C:17]3[N:25]=[CH:24][N:23]=[C:22]4[C:18]=3[N:19]=[CH:20][N:21]4[CH:26]3[CH2:31][CH2:30][CH2:29][CH2:28][O:27]3)=[CH:15][CH:14]=[CH:13][N:12]=2)=[C:4]([F:9])[CH:5]=[CH:6][C:7]=1[NH:8][S:35]([CH:32]1[CH2:34][CH2:33]1)(=[O:37])=[O:36]. (3) Given the reactants [CH2:1]([N:8]1[C:16]2[C:11](=[CH:12][C:13]([C:17]3[CH:22]=[CH:21][C:20]([F:23])=[C:19]([Cl:24])[CH:18]=3)=[CH:14][CH:15]=2)[CH:10]=[CH:9]1)[C:2]1[CH:7]=[CH:6][CH:5]=[CH:4][CH:3]=1.[C:25](Cl)(=[O:29])[C:26](Cl)=[O:27].[CH2:31]([OH:33])[CH3:32], predict the reaction product. The product is: [CH2:1]([N:8]1[C:16]2[C:11](=[CH:12][C:13]([C:17]3[CH:22]=[CH:21][C:20]([F:23])=[C:19]([Cl:24])[CH:18]=3)=[CH:14][CH:15]=2)[C:10]([C:25](=[O:29])[C:26]([O:33][CH2:31][CH3:32])=[O:27])=[CH:9]1)[C:2]1[CH:3]=[CH:4][CH:5]=[CH:6][CH:7]=1. (4) Given the reactants [Si:1]([O:8][C@H:9]1[CH2:14][CH2:13][C@@:12]([C@H:16]2[CH2:24][CH2:23][C@@:22]3([CH3:25])[C@@H:18]([CH2:19][CH2:20]/[C:21]/3=N\NS(C3C=CC(C)=CC=3)(=O)=O)[C@@H:17]2[CH2:38]NC(=O)OC(C)(C)C)([CH3:15])[C@@H:11]([CH2:47][O:48][Si:49]([C:52]([CH3:55])([CH3:54])[CH3:53])([CH3:51])[CH3:50])[CH2:10]1)([C:4]([CH3:7])([CH3:6])[CH3:5])([CH3:3])[CH3:2].[CH2:56]([Li])[CH2:57][CH2:58]C.[NH4+:61].[Cl-].CCO[C:66]([CH3:68])=[O:67], predict the reaction product. The product is: [Si:1]([O:8][C@H:9]1[CH2:14][CH2:13][C@@:12]([C@@H:16]2[C@@H:17]([CH2:38][NH:61][C:66](=[O:67])[CH2:68][CH2:56][CH2:57][CH3:58])[C@H:18]3[C@@:22]([CH3:25])([CH:21]=[CH:20][CH2:19]3)[CH2:23][CH2:24]2)([CH3:15])[C@@H:11]([CH2:47][O:48][Si:49]([C:52]([CH3:54])([CH3:53])[CH3:55])([CH3:51])[CH3:50])[CH2:10]1)([C:4]([CH3:7])([CH3:5])[CH3:6])([CH3:3])[CH3:2]. (5) Given the reactants FC(F)(F)C(O)=O.[C:8]([NH:16][C:17]1[CH:29]=[C:28]([CH2:30][CH2:31][CH2:32][C:33]2[CH:38]=[CH:37][CH:36]=[CH:35][CH:34]=2)[CH:27]=[CH:26][C:18]=1[C:19]([O:21]C(C)(C)C)=[O:20])(=[O:15])[C:9]1[CH:14]=[CH:13][CH:12]=[CH:11][CH:10]=1, predict the reaction product. The product is: [C:8]([NH:16][C:17]1[CH:29]=[C:28]([CH2:30][CH2:31][CH2:32][C:33]2[CH:34]=[CH:35][CH:36]=[CH:37][CH:38]=2)[CH:27]=[CH:26][C:18]=1[C:19]([OH:21])=[O:20])(=[O:15])[C:9]1[CH:10]=[CH:11][CH:12]=[CH:13][CH:14]=1.